This data is from KCNQ2 potassium channel screen with 302,405 compounds. The task is: Binary Classification. Given a drug SMILES string, predict its activity (active/inactive) in a high-throughput screening assay against a specified biological target. (1) The molecule is s1c(C(=O)Nc2c(OC)cc(NC(=O)c3cc4OCOc4cc3)cc2)ccc1. The result is 0 (inactive). (2) The drug is O=C(N(C1CCCCC1)C)COC(=O)c1oc2c(c1C)cc(OC)cc2. The result is 0 (inactive). (3) The molecule is s1c2c(nc1NC(=O)c1cc(OC)c(OCc3c(onc3C)C)cc1)cccc2. The result is 0 (inactive). (4) The compound is s1c(C2=NN(C(C2)c2ccc(OC)cc2)C(=O)CSc2nc3n(c(=O)n2)cccc3)ccc1. The result is 0 (inactive). (5) The molecule is Clc1c(CSc2nc(c3cccnc3)ccc2C#N)ccc(Cl)c1. The result is 0 (inactive). (6) The drug is O(C(C(=O)Nc1ccc(Oc2ccccc2)cc1)C)C(=O)c1ccc(NC(=O)CC#N)cc1. The result is 0 (inactive). (7) The compound is Brc1ccc(NC(=S)Nc2ccc(NC(=O)C)cc2)cc1. The result is 0 (inactive). (8) The molecule is Fc1c(Oc2ccc(NC(OC(C)C)=O)cc2)c(F)c(F)c(F)c1F. The result is 0 (inactive).